This data is from Reaction yield outcomes from USPTO patents with 853,638 reactions. The task is: Predict the reaction yield, written as a fraction of the theoretical maximum amount of product (1.0 means a 100% yield; for example, 0.34 means a 34% yield). The reactants are [Cl:1][C:2]1[N:7]=[C:6]([C:8]2[S:12][C:11]([C:13]([CH3:16])([CH3:15])[CH3:14])=[N:10][C:9]=2[C:17]2[CH:18]=[C:19]([NH:24]C(=O)OCC=C)[CH:20]=[CH:21][C:22]=2[F:23])[CH:5]=[CH:4][N:3]=1.CC(O)=O.C([SnH](CCCC)CCCC)CCC. The catalyst is C(Cl)Cl.Cl[Pd](Cl)([P](C1C=CC=CC=1)(C1C=CC=CC=1)C1C=CC=CC=1)[P](C1C=CC=CC=1)(C1C=CC=CC=1)C1C=CC=CC=1. The product is [Cl:1][C:2]1[N:7]=[C:6]([C:8]2[S:12][C:11]([C:13]([CH3:16])([CH3:15])[CH3:14])=[N:10][C:9]=2[C:17]2[CH:18]=[C:19]([CH:20]=[CH:21][C:22]=2[F:23])[NH2:24])[CH:5]=[CH:4][N:3]=1. The yield is 0.853.